From a dataset of hERG Central: cardiac toxicity at 1µM, 10µM, and general inhibition. Predict hERG channel inhibition at various concentrations. The drug is Cc1oc(-c2ccccc2F)nc1CN1CCC(C(=O)NCCC2=CCCCC2)CC1. Results: hERG_inhib (hERG inhibition (general)): blocker.